Task: Predict the product of the given reaction.. Dataset: Forward reaction prediction with 1.9M reactions from USPTO patents (1976-2016) (1) Given the reactants [Cl:1][C:2]1[CH:3]=[CH:4][C:5]([OH:10])=[C:6]([CH:9]=1)[CH:7]=[O:8].CC(C)([O-])C.[K+].[CH2:17](Br)[C:18]1[CH:23]=[CH:22][CH:21]=[CH:20][CH:19]=1, predict the reaction product. The product is: [CH2:17]([O:10][C:5]1[CH:4]=[CH:3][C:2]([Cl:1])=[CH:9][C:6]=1[CH:7]=[O:8])[C:18]1[CH:23]=[CH:22][CH:21]=[CH:20][CH:19]=1. (2) Given the reactants F[C:2]1[C:10]([CH3:11])=[CH:9][CH:8]=[C:7]([N:12]2[N:16]=[CH:15][CH:14]=[N:13]2)[C:3]=1[C:4]([OH:6])=[O:5].C(C1C=CC(I)=C(C=1)C(O)=O)#[N:18], predict the reaction product. The product is: [C:11]([C:10]1[CH:9]=[CH:8][C:7]([N:12]2[N:16]=[CH:15][CH:14]=[N:13]2)=[C:3]([CH:2]=1)[C:4]([OH:6])=[O:5])#[N:18]. (3) The product is: [Br:1][C:2]1[CH:3]=[CH:4][C:5]([CH:8]([OH:9])[CH2:10][CH3:11])=[N:6][CH:7]=1. Given the reactants [Br:1][C:2]1[CH:3]=[CH:4][C:5]([CH:8]=[O:9])=[N:6][CH:7]=1.[CH2:10]([Mg]Br)[CH3:11].C(OCC)C, predict the reaction product.